Dataset: Forward reaction prediction with 1.9M reactions from USPTO patents (1976-2016). Task: Predict the product of the given reaction. (1) Given the reactants [Cl:1][C:2]1[N:7]=[CH:6][C:5]([CH:8]=[O:9])=[CH:4][C:3]=1[CH3:10].[OH:11]O, predict the reaction product. The product is: [Cl:1][C:2]1[C:3]([CH3:10])=[CH:4][C:5]([C:8]([OH:11])=[O:9])=[CH:6][N:7]=1. (2) Given the reactants [Si]([O:8][CH2:9][C:10]1[N:14]([CH3:15])[C:13]2[CH:16]=[C:17]([O:24][CH3:25])[C:18]([O:22][CH3:23])=[C:19]([O:20][CH3:21])[C:12]=2[N:11]=1)(C(C)(C)C)(C)C.[Si](OCC1N(C)C2C(OC)=C(OC)C(OC)=CC=2N=1)(C(C)(C)C)(C)C.C(=O)([O-])[O-].[K+].[K+], predict the reaction product. The product is: [OH:8][CH2:9][C:10]1[N:14]([CH3:15])[C:13]2[CH:16]=[C:17]([O:24][CH3:25])[C:18]([O:22][CH3:23])=[C:19]([O:20][CH3:21])[C:12]=2[N:11]=1. (3) Given the reactants [CH2:1]([O:3][C:4](=[O:30])[C:5]([O:22][C:23]1[CH:28]=[CH:27][CH:26]=[C:25]([Br:29])[CH:24]=1)([CH3:21])[CH2:6][C:7]1[CH:12]=[CH:11][C:10]([O:13]CC2C=CC=CC=2)=[CH:9][CH:8]=1)[CH3:2].C(OC(=O)C(C)(OC1C=CC=CC=1)CC1C=CC(O)=CC=1)C, predict the reaction product. The product is: [CH2:1]([O:3][C:4](=[O:30])[C:5]([O:22][C:23]1[CH:28]=[CH:27][CH:26]=[C:25]([Br:29])[CH:24]=1)([CH3:21])[CH2:6][C:7]1[CH:8]=[CH:9][C:10]([OH:13])=[CH:11][CH:12]=1)[CH3:2]. (4) The product is: [CH2:15]([O:14][C:12](=[O:13])/[CH:11]=[CH:47]/[C:44]1[CH:45]=[CH:46][C:41]([C@@H:38]2[CH2:39][CH2:40][C@H:36]([N:23]([C:22]([O:21][C:17]([CH3:18])([CH3:20])[CH3:19])=[O:49])[C@@H:24]([C:26]3[C:35]4[C:30](=[CH:31][CH:32]=[CH:33][CH:34]=4)[CH:29]=[CH:28][CH:27]=3)[CH3:25])[CH2:37]2)=[CH:42][CH:43]=1)[CH3:16]. Given the reactants [H-].[Na+].C(OP([CH2:11][C:12]([O:14][CH2:15][CH3:16])=[O:13])(OCC)=O)C.[C:17]([O:21][C:22](=[O:49])[N:23]([C@H:36]1[CH2:40][CH2:39][C@@H:38]([C:41]2[CH:46]=[CH:45][C:44]([CH:47]=O)=[CH:43][CH:42]=2)[CH2:37]1)[C@@H:24]([C:26]1[C:35]2[C:30](=[CH:31][CH:32]=[CH:33][CH:34]=2)[CH:29]=[CH:28][CH:27]=1)[CH3:25])([CH3:20])([CH3:19])[CH3:18].[Cl-].[NH4+], predict the reaction product.